This data is from Full USPTO retrosynthesis dataset with 1.9M reactions from patents (1976-2016). The task is: Predict the reactants needed to synthesize the given product. (1) Given the product [NH2:47][C@@H:10]1[C:11]2=[N:16][CH:15]=[CH:14][N:13]=[C:12]2[C@H:17]([NH:20][C:21]([N:23]2[CH2:24][CH2:25][CH:26]([N:29]3[C:37]4[C:32](=[N:33][CH:34]=[CH:35][CH:36]=4)[NH:31][C:30]3=[O:46])[CH2:27][CH2:28]2)=[O:22])[CH2:18][CH2:19][C@H:9]1[C:3]1[CH:4]=[CH:5][CH:6]=[C:7]([F:8])[C:2]=1[F:1], predict the reactants needed to synthesize it. The reactants are: [F:1][C:2]1[C:7]([F:8])=[CH:6][CH:5]=[CH:4][C:3]=1[C@@H:9]1[CH2:19][CH2:18][C@@H:17]([NH:20][C:21]([N:23]2[CH2:28][CH2:27][CH:26]([N:29]3[C:37]4[C:32](=[N:33][CH:34]=[CH:35][CH:36]=4)[N:31](COCC[Si](C)(C)C)[C:30]3=[O:46])[CH2:25][CH2:24]2)=[O:22])[C:12]2=[N:13][CH:14]=[CH:15][N:16]=[C:11]2[C@H:10]1[NH:47]C(=O)OC(C)(C)C.FC(F)(F)C(O)=O.CO. (2) Given the product [CH2:21]([C@H:8]([NH:7][C:6]([C@@H:45]([NH:49][C:50]([C@@H:51]([NH:53][C:54]([C:56]1[CH:61]=[N:60][CH:59]=[CH:58][N:57]=1)=[O:55])[CH3:52])=[O:62])[CH2:44][C:41]1[CH:40]=[CH:39][C:38]([O:37][CH3:36])=[CH:43][CH:42]=1)=[O:28])[CH:9]([C:11](=[O:20])[NH:12][CH2:13][C:14]1[CH:15]=[CH:16][CH:17]=[CH:18][CH:19]=1)[OH:10])[C:22]1[CH:23]=[CH:24][CH:25]=[CH:26][CH:27]=1, predict the reactants needed to synthesize it. The reactants are: C(O[C:6](=[O:28])[NH:7][C@@H:8]([CH2:21][C:22]1[CH:27]=[CH:26][CH:25]=[CH:24][CH:23]=1)[CH:9]([C:11](=[O:20])[NH:12][CH2:13][C:14]1[CH:19]=[CH:18][CH:17]=[CH:16][CH:15]=1)[OH:10])(C)(C)C.FC(F)(F)C(O)=O.[CH3:36][O:37][C:38]1[CH:43]=[CH:42][C:41]([CH2:44][C@H:45]([NH:49][C:50](=[O:62])[C@@H:51]([NH:53][C:54]([C:56]2[CH:61]=[N:60][CH:59]=[CH:58][N:57]=2)=[O:55])[CH3:52])C(O)=O)=[CH:40][CH:39]=1.C(N(CC)C(C)C)(C)C.CN(C(ON1N=NC2C=CC=NC1=2)=[N+](C)C)C.F[P-](F)(F)(F)(F)F. (3) Given the product [Br:1][C:2]1[C:3]([F:12])=[C:4]2[C:10]([NH:11][C:16](=[O:17])[C@H:15]([O:14][CH3:13])[CH3:19])=[CH:9][NH:8][C:5]2=[N:6][CH:7]=1, predict the reactants needed to synthesize it. The reactants are: [Br:1][C:2]1[C:3]([F:12])=[C:4]2[C:10]([NH2:11])=[CH:9][NH:8][C:5]2=[N:6][CH:7]=1.[CH3:13][O:14][C@H:15]([CH3:19])[C:16](O)=[O:17].C1N(P(Cl)(N2C(=O)OCC2)=O)C(=O)OC1.C(N(CC)CC)C.[Li+].[OH-]. (4) Given the product [CH:7]([C:6]1[CH:9]=[C:2]([C:11]2[CH:16]=[CH:15][CH:14]=[CH:13][CH:12]=2)[CH:3]=[CH:4][C:5]=1[OH:10])=[O:8], predict the reactants needed to synthesize it. The reactants are: Br[C:2]1[CH:9]=[C:6]([CH:7]=[O:8])[C:5]([OH:10])=[CH:4][CH:3]=1.[C:11]1(B(O)O)[CH:16]=[CH:15][CH:14]=[CH:13][CH:12]=1.COCCOC.C(=O)([O-])[O-].[Na+].[Na+]. (5) Given the product [CH3:11][N:10]([CH3:12])[CH2:2][CH2:3][C:4]1[S:8][C:7]([NH2:9])=[N:6][CH:5]=1, predict the reactants needed to synthesize it. The reactants are: Cl[CH2:2][CH2:3][C:4]1[S:8][C:7]([NH2:9])=[N:6][CH:5]=1.[NH:10]([CH3:12])[CH3:11]. (6) Given the product [CH2:20]([O:19][C:17]([CH2:16][C:15]1[NH:11][C:10]2[CH:9]=[CH:8][C:4]([C:5]([OH:7])=[O:6])=[CH:3][C:2]=2[N:1]=1)=[O:18])[CH3:21], predict the reactants needed to synthesize it. The reactants are: [NH2:1][C:2]1[CH:3]=[C:4]([CH:8]=[CH:9][C:10]=1[NH2:11])[C:5]([OH:7])=[O:6].C(O[C:15](=N)[CH2:16][C:17]([O:19][CH2:20][CH3:21])=[O:18])C.C(O)(=O)C. (7) Given the product [C:1]([O:5][C:6]([N:8]1[CH2:13][CH2:12][N:11]([CH2:14][C:15]2[CH:20]=[C:19]([Br:21])[CH:18]=[C:17]([C:22]([OH:24])=[O:23])[C:16]=2[N:27]([C:35]([O:37][C:38]([CH3:41])([CH3:40])[CH3:39])=[O:36])[C:28]([O:30][C:31]([CH3:33])([CH3:32])[CH3:34])=[O:29])[CH2:10][CH2:9]1)=[O:7])([CH3:4])([CH3:2])[CH3:3], predict the reactants needed to synthesize it. The reactants are: [C:1]([O:5][C:6]([N:8]1[CH2:13][CH2:12][N:11]([CH2:14][C:15]2[CH:20]=[C:19]([Br:21])[CH:18]=[C:17]([C:22]([O:24]CC)=[O:23])[C:16]=2[N:27]([C:35]([O:37][C:38]([CH3:41])([CH3:40])[CH3:39])=[O:36])[C:28]([O:30][C:31]([CH3:34])([CH3:33])[CH3:32])=[O:29])[CH2:10][CH2:9]1)=[O:7])([CH3:4])([CH3:3])[CH3:2].NC1C(Cl)=C(C=O)C(C(F)(F)F)=CC=1C(O)=O.[OH-].[Na+]. (8) The reactants are: C([N:8]1[C:16]2[C:11](=[CH:12][CH:13]=[CH:14][CH:15]=2)[C:10]([C:17]2[NH:21][N:20]=[C:19]([NH:22][C:23]3[CH:28]=[CH:27][CH:26]=[CH:25][CH:24]=3)[CH:18]=2)=[CH:9]1)(OC(C)(C)C)=O. Given the product [NH:8]1[C:16]2[C:11](=[CH:12][CH:13]=[CH:14][CH:15]=2)[C:10]([C:17]2[NH:21][N:20]=[C:19]([NH:22][C:23]3[CH:28]=[CH:27][CH:26]=[CH:25][CH:24]=3)[CH:18]=2)=[CH:9]1, predict the reactants needed to synthesize it.